This data is from Reaction yield outcomes from USPTO patents with 853,638 reactions. The task is: Predict the reaction yield, written as a fraction of the theoretical maximum amount of product (1.0 means a 100% yield; for example, 0.34 means a 34% yield). (1) The reactants are CS([Cl:5])(=O)=O.[Br:6][C:7]1[CH:12]=[CH:11][C:10]([CH2:13]O)=[C:9]([CH3:15])[CH:8]=1.C(N(CC)CC)C.O. The catalyst is ClCCl. The product is [Br:6][C:7]1[CH:12]=[CH:11][C:10]([CH2:13][Cl:5])=[C:9]([CH3:15])[CH:8]=1. The yield is 0.860. (2) The reactants are [O:1]=[C:2]1[CH:7]=[C:6]([CH2:8][CH2:9][C:10]2[CH:15]=[CH:14][CH:13]=[CH:12][CH:11]=2)[CH:5]=[CH:4][N:3]1[C:16]1[CH:21]=[CH:20][C:19]2[C:22]3[CH2:23][N:24](C(OC(C)(C)C)=O)[CH2:25][CH2:26][C:27]=3[O:28][C:18]=2[CH:17]=1.Cl. The catalyst is CO.CCOCC. The product is [CH2:8]([C:6]1[CH:5]=[CH:4][N:3]([C:16]2[CH:21]=[CH:20][C:19]3[C:22]4[CH2:23][NH:24][CH2:25][CH2:26][C:27]=4[O:28][C:18]=3[CH:17]=2)[C:2](=[O:1])[CH:7]=1)[CH2:9][C:10]1[CH:15]=[CH:14][CH:13]=[CH:12][CH:11]=1. The yield is 1.00. (3) The reactants are [CH2:1]([O:3][C:4]1[CH:5]=[C:6]2[C:11](=[C:12]([NH2:14])[N:13]=1)[N:10]=[CH:9][CH:8]=[CH:7]2)[CH3:2].[Cl:15]N1C(=O)CCC1=O. The product is [Cl:15][C:5]1[C:4]([O:3][CH2:1][CH3:2])=[N:13][C:12]([NH2:14])=[C:11]2[C:6]=1[CH:7]=[CH:8][CH:9]=[N:10]2. The catalyst is C(Cl)Cl. The yield is 0.630.